The task is: Predict which catalyst facilitates the given reaction.. This data is from Catalyst prediction with 721,799 reactions and 888 catalyst types from USPTO. (1) Reactant: Cl.Cl.[Cl:3][C:4]1[CH:5]=[C:6]([CH:18]=[CH:19][C:20]=1[Cl:21])[O:7][CH:8]1[CH2:13][CH2:12][N:11]([CH2:14][CH2:15][CH2:16][NH2:17])[CH2:10][CH2:9]1.Cl[C:23]1[N:28]=[CH:27][N:26]=[C:25]2[N:29]([CH3:32])[N:30]=[CH:31][C:24]=12.C(N(C(C)C)CC)(C)C. Product: [Cl:3][C:4]1[CH:5]=[C:6]([CH:18]=[CH:19][C:20]=1[Cl:21])[O:7][CH:8]1[CH2:9][CH2:10][N:11]([CH2:14][CH2:15][CH2:16][NH:17][C:23]2[N:28]=[CH:27][N:26]=[C:25]3[N:29]([CH3:32])[N:30]=[CH:31][C:24]=23)[CH2:12][CH2:13]1. The catalyst class is: 435. (2) Reactant: [OH:1][CH2:2][C:3]1([C:16]2[CH:21]=[CH:20][CH:19]=[CH:18][CH:17]=2)[CH2:8][CH2:7][N:6]([C:9]([O:11][C:12]([CH3:15])([CH3:14])[CH3:13])=[O:10])[CH2:5][CH2:4]1.Br[CH2:23][C:24]1[CH:25]=[C:26]([C:41]([F:44])([F:43])[F:42])[CH:27]=[C:28]2[C:32]=1[N:31]([CH2:33][O:34][CH2:35][CH2:36][Si:37]([CH3:40])([CH3:39])[CH3:38])[N:30]=[CH:29]2.[H-].[Na+]. The catalyst class is: 9. Product: [C:16]1([C:3]2([CH2:2][O:1][CH2:23][C:24]3[CH:25]=[C:26]([C:41]([F:44])([F:42])[F:43])[CH:27]=[C:28]4[C:32]=3[N:31]([CH2:33][O:34][CH2:35][CH2:36][Si:37]([CH3:38])([CH3:39])[CH3:40])[N:30]=[CH:29]4)[CH2:8][CH2:7][N:6]([C:9]([O:11][C:12]([CH3:14])([CH3:15])[CH3:13])=[O:10])[CH2:5][CH2:4]2)[CH:17]=[CH:18][CH:19]=[CH:20][CH:21]=1. (3) Reactant: [Cl:1][C:2]1[CH:9]=[C:8]([N:10]2[C:14](=[O:15])[C@@H:13]([CH2:16][C:17]([CH3:19])=[CH2:18])[C@H:12]([OH:20])[C@@H:11]2[CH3:21])[CH:7]=[CH:6][C:3]=1[C:4]#[N:5]. Product: [Cl:1][C:2]1[CH:9]=[C:8]([N:10]2[C:14](=[O:15])[C@@H:13]([CH2:16][CH:17]([CH3:18])[CH3:19])[C@H:12]([OH:20])[C@@H:11]2[CH3:21])[CH:7]=[CH:6][C:3]=1[C:4]#[N:5]. The catalyst class is: 19. (4) Reactant: [CH2:1]([O:3][C:4](=[O:15])[NH:5][C:6]1[CH:11]=[CH:10][C:9]([F:12])=[C:8]([F:13])[C:7]=1I)[CH3:2].[Si:16]([C:20]#[CH:21])([CH3:19])([CH3:18])[CH3:17].[Cl-]. Product: [CH2:1]([O:3][C:4](=[O:15])[NH:5][C:6]1[CH:11]=[CH:10][C:9]([F:12])=[C:8]([F:13])[C:7]=1[C:21]#[C:20][Si:16]([CH3:19])([CH3:18])[CH3:17])[CH3:2]. The catalyst class is: 356. (5) Reactant: [N+:1]([C:4]1[CH:5]=[CH:6][CH:7]=[C:8]2[C:12]=1[NH:11][C:10]([C:13]([OH:15])=O)=[CH:9]2)([O-:3])=[O:2].N1(O)C2C=CC=CC=2N=N1.Cl.CN(C)CCCN=C=NCC.Cl.[C:39]([S:58][CH2:59][CH2:60][NH2:61])([C:52]1[CH:57]=[CH:56][CH:55]=[CH:54][CH:53]=1)([C:46]1[CH:51]=[CH:50][CH:49]=[CH:48][CH:47]=1)[C:40]1[CH:45]=[CH:44][CH:43]=[CH:42][CH:41]=1. Product: [N+:1]([C:4]1[CH:5]=[CH:6][CH:7]=[C:8]2[C:12]=1[NH:11][C:10]([C:13]([NH:61][CH2:60][CH2:59][S:58][C:39]([C:46]1[CH:51]=[CH:50][CH:49]=[CH:48][CH:47]=1)([C:40]1[CH:41]=[CH:42][CH:43]=[CH:44][CH:45]=1)[C:52]1[CH:57]=[CH:56][CH:55]=[CH:54][CH:53]=1)=[O:15])=[CH:9]2)([O-:3])=[O:2]. The catalyst class is: 681. (6) Reactant: [CH3:1][O:2][C:3]1[CH:15]=[CH:14][C:6]([CH2:7][C:8]2OC(=O)[S:10][N:9]=2)=[CH:5][CH:4]=1.[C:16]1([CH3:27])[CH:21]=[CH:20][C:19]([S:22]([C:25]#[N:26])(=[O:24])=[O:23])=[CH:18][CH:17]=1. Product: [CH3:1][O:2][C:3]1[CH:15]=[CH:14][C:6]([CH2:7][C:8]2[N:26]=[C:25]([S:22]([C:19]3[CH:18]=[CH:17][C:16]([CH3:27])=[CH:21][CH:20]=3)(=[O:23])=[O:24])[S:10][N:9]=2)=[CH:5][CH:4]=1. The catalyst class is: 728. (7) Product: [CH3:46][S:47]([O:20][CH:19]([CH2:21][CH2:22][CH2:23][CH2:24][CH2:25][CH2:26][CH2:27][CH2:28]/[CH:29]=[CH:30]\[CH2:31]/[CH:32]=[CH:33]\[CH2:34][CH2:35][CH2:36][CH2:37][CH3:38])[CH2:1][CH2:2][CH2:3][CH2:4][CH2:5][CH2:6][CH2:7][CH2:8]/[CH:9]=[CH:10]\[CH2:11]/[CH:12]=[CH:13]\[CH2:14][CH2:15][CH2:16][CH2:17][CH3:18])(=[O:49])=[O:48]. The catalyst class is: 4. Reactant: [CH2:1]([CH:19]([CH2:21][CH2:22][CH2:23][CH2:24][CH2:25][CH2:26][CH2:27][CH2:28]/[CH:29]=[CH:30]\[CH2:31]/[CH:32]=[CH:33]\[CH2:34][CH2:35][CH2:36][CH2:37][CH3:38])[OH:20])[CH2:2][CH2:3][CH2:4][CH2:5][CH2:6][CH2:7][CH2:8]/[CH:9]=[CH:10]\[CH2:11]/[CH:12]=[CH:13]\[CH2:14][CH2:15][CH2:16][CH2:17][CH3:18].C(N(CC)CC)C.[CH3:46][S:47](Cl)(=[O:49])=[O:48].